Dataset: Catalyst prediction with 721,799 reactions and 888 catalyst types from USPTO. Task: Predict which catalyst facilitates the given reaction. (1) Reactant: [C:1]1([NH:7][S:8]([C:11]2[CH:16]=[CH:15][C:14]([CH:17]=[CH:18][C:19]([OH:21])=O)=[CH:13][CH:12]=2)(=[O:10])=[O:9])[CH:6]=[CH:5][CH:4]=[CH:3][CH:2]=1.[Cl:22]CCl. Product: [C:1]1([NH:7][S:8]([C:11]2[CH:16]=[CH:15][C:14]([CH:17]=[CH:18][C:19]([Cl:22])=[O:21])=[CH:13][CH:12]=2)(=[O:10])=[O:9])[CH:6]=[CH:5][CH:4]=[CH:3][CH:2]=1. The catalyst class is: 9. (2) Reactant: [C:1](=O)([O-])[O-].[K+].[K+].CI.[C:9]([C:13]1[C:22]2[O:21][CH2:20][CH2:19][NH:18][C:17]=2[CH:16]=[C:15]([C:23](=[O:25])[CH3:24])[CH:14]=1)([CH3:12])([CH3:11])[CH3:10]. Product: [C:9]([C:13]1[C:22]2[O:21][CH2:20][CH2:19][N:18]([CH3:1])[C:17]=2[CH:16]=[C:15]([C:23](=[O:25])[CH3:24])[CH:14]=1)([CH3:12])([CH3:10])[CH3:11]. The catalyst class is: 9. (3) Reactant: [C:1]12([NH:11][C:12](=[O:27])[NH:13][CH:14]3[CH2:19][CH2:18][CH2:17][N:16]([C:20]([O:22]C(C)(C)C)=O)[CH2:15]3)[CH2:10][CH:5]3[CH2:6][CH:7]([CH2:9][CH:3]([CH2:4]3)[CH2:2]1)[CH2:8]2.Cl.[C:29](OC(=O)C)(=O)C.C(N(CC)CC)C. Product: [C:20]([N:16]1[CH2:17][CH2:18][CH2:19][CH:14]([NH:13][C:12]([NH:11][C:1]23[CH2:8][CH:7]4[CH2:9][CH:3]([CH2:4][CH:5]([CH2:6]4)[CH2:10]2)[CH2:2]3)=[O:27])[CH2:15]1)(=[O:22])[CH3:29]. The catalyst class is: 71.